This data is from Catalyst prediction with 721,799 reactions and 888 catalyst types from USPTO. The task is: Predict which catalyst facilitates the given reaction. (1) Reactant: [CH2:1]([O:8][C:9]([NH:11][CH2:12][CH2:13][C:14]1[CH:19]=[CH:18][CH:17]=[CH:16][C:15]=1[OH:20])=[O:10])[C:2]1[CH:7]=[CH:6][CH:5]=[CH:4][CH:3]=1.C(=O)([O-])[O-].[K+].[K+].C1(C)C=CC(S(O[CH2:37][CH2:38][Cl:39])(=O)=O)=CC=1.O. Product: [CH2:1]([O:8][C:9]([NH:11][CH2:12][CH2:13][C:14]1[CH:19]=[CH:18][CH:17]=[CH:16][C:15]=1[O:20][CH2:37][CH2:38][Cl:39])=[O:10])[C:2]1[CH:3]=[CH:4][CH:5]=[CH:6][CH:7]=1. The catalyst class is: 3. (2) Reactant: [Cl:1][C:2]1[CH:11]=[C:10]([C:12](=[O:14])[CH3:13])[C:9]([N:15]2[CH2:20][CH2:19][NH:18][CH2:17][CH2:16]2)=[C:8]2[C:3]=1[CH:4]=[CH:5][CH:6]=[N:7]2.[CH:21]1([C:25](Cl)=[O:26])[CH2:24][CH2:23][CH2:22]1.C(N(CC)CC)C. Product: [Cl:1][C:2]1[CH:11]=[C:10]([C:12](=[O:14])[CH3:13])[C:9]([N:15]2[CH2:16][CH2:17][N:18]([C:25]([CH:21]3[CH2:24][CH2:23][CH2:22]3)=[O:26])[CH2:19][CH2:20]2)=[C:8]2[C:3]=1[CH:4]=[CH:5][CH:6]=[N:7]2. The catalyst class is: 2.